This data is from Forward reaction prediction with 1.9M reactions from USPTO patents (1976-2016). The task is: Predict the product of the given reaction. Given the reactants [CH:1]([O:4][C:5]1[CH:10]=[CH:9][C:8]([NH:11][C:12]([N:14]2[CH2:19][CH2:18][NH:17][CH2:16][CH2:15]2)=[O:13])=[CH:7][CH:6]=1)([CH3:3])[CH3:2].[NH2:20][C:21]1[C:26]([CH:27]=O)=[C:25](Cl)[N:24]=[CH:23][N:22]=1.CCN(C(C)C)C(C)C.[CH3:39][O:40][NH2:41].Cl, predict the reaction product. The product is: [CH:1]([O:4][C:5]1[CH:10]=[CH:9][C:8]([NH:11][C:12]([N:14]2[CH2:15][CH2:16][N:17]([C:25]3[C:26]([CH:27]=[N:41][O:40][CH3:39])=[C:21]([NH2:20])[N:22]=[CH:23][N:24]=3)[CH2:18][CH2:19]2)=[O:13])=[CH:7][CH:6]=1)([CH3:3])[CH3:2].